This data is from NCI-60 drug combinations with 297,098 pairs across 59 cell lines. The task is: Regression. Given two drug SMILES strings and cell line genomic features, predict the synergy score measuring deviation from expected non-interaction effect. Drug 1: C1CC(=O)NC(=O)C1N2CC3=C(C2=O)C=CC=C3N. Drug 2: CC1OCC2C(O1)C(C(C(O2)OC3C4COC(=O)C4C(C5=CC6=C(C=C35)OCO6)C7=CC(=C(C(=C7)OC)O)OC)O)O. Cell line: MOLT-4. Synergy scores: CSS=61.5, Synergy_ZIP=0.611, Synergy_Bliss=-0.912, Synergy_Loewe=-28.5, Synergy_HSA=-2.06.